This data is from Catalyst prediction with 721,799 reactions and 888 catalyst types from USPTO. The task is: Predict which catalyst facilitates the given reaction. (1) Reactant: [CH:1]([N:4]1[C:12]2[CH:11]=[C:10]([NH:13][C:14]3[CH:19]=[CH:18][N:17]=[C:16]([C:20]#[C:21][C:22]([O:25][CH3:26])([CH3:24])[CH3:23])[N:15]=3)[N:9]=[CH:8][C:7]=2[N:6]=[C:5]1[CH3:27])([CH3:3])[CH3:2].[H][H]. Product: [CH:1]([N:4]1[C:12]2[CH:11]=[C:10]([NH:13][C:14]3[CH:19]=[CH:18][N:17]=[C:16]([CH2:20][CH2:21][C:22]([O:25][CH3:26])([CH3:23])[CH3:24])[N:15]=3)[N:9]=[CH:8][C:7]=2[N:6]=[C:5]1[CH3:27])([CH3:3])[CH3:2]. The catalyst class is: 50. (2) Reactant: [CH3:1][O:2][C:3]([C@@H:5]1[CH2:9][C@@H:8](O)[CH2:7][N:6]1[C:11]([O:13][C:14]([CH3:17])([CH3:16])[CH3:15])=[O:12])=[O:4].C1(P(C2C=CC=CC=2)C2C=CC=CC=2)C=CC=CC=1.C(Cl)(Cl)(Cl)[Cl:38].CCCCCCC. Product: [CH3:1][O:2][C:3]([C@@H:5]1[CH2:9][C@H:8]([Cl:38])[CH2:7][N:6]1[C:11]([O:13][C:14]([CH3:17])([CH3:16])[CH3:15])=[O:12])=[O:4]. The catalyst class is: 2. (3) Reactant: [Br:1][C:2]1[CH:11]=[C:10]2[C:5]([CH2:6][C:7]([CH2:14][OH:15])([CH3:13])[CH2:8][C:9]2=[O:12])=[CH:4][CH:3]=1.[C:16]([Si:20](Cl)([CH3:22])[CH3:21])([CH3:19])([CH3:18])[CH3:17].N1C=CN=C1. Product: [Br:1][C:2]1[CH:11]=[C:10]2[C:5]([CH2:6][C:7]([CH2:14][O:15][Si:20]([C:16]([CH3:19])([CH3:18])[CH3:17])([CH3:22])[CH3:21])([CH3:13])[CH2:8][C:9]2=[O:12])=[CH:4][CH:3]=1. The catalyst class is: 2. (4) Reactant: Br[CH2:2][CH2:3][CH2:4][O:5][C:6]1[CH:40]=[CH:39][C:9]([CH2:10][CH2:11][C:12]2[CH:17]=[CH:16][C:15]([F:18])=[CH:14][C:13]=2[C:19]2[N:24]=[C:23]([N:25]3[C:29]([C:30]([F:33])([F:32])[F:31])=[C:28]([C:34]([O:36][CH2:37][CH3:38])=[O:35])[CH:27]=[N:26]3)[CH:22]=[CH:21][CH:20]=2)=[C:8]([CH3:41])[CH:7]=1.[NH:42]1[CH:46]=[CH:45][C:44]([C:47]#[N:48])=[N:43]1.C(=O)([O-])[O-].[Cs+].[Cs+]. Product: [C:47]([C:44]1[CH:45]=[CH:46][N:42]([CH2:2][CH2:3][CH2:4][O:5][C:6]2[CH:40]=[CH:39][C:9]([CH2:10][CH2:11][C:12]3[CH:17]=[CH:16][C:15]([F:18])=[CH:14][C:13]=3[C:19]3[N:24]=[C:23]([N:25]4[C:29]([C:30]([F:33])([F:32])[F:31])=[C:28]([C:34]([O:36][CH2:37][CH3:38])=[O:35])[CH:27]=[N:26]4)[CH:22]=[CH:21][CH:20]=3)=[C:8]([CH3:41])[CH:7]=2)[N:43]=1)#[N:48]. The catalyst class is: 10. (5) Reactant: [O:1]1[C:7]2[CH:8]=[C:9]([C:12]([O:14][CH3:15])=[O:13])[CH:10]=[N:11][C:6]=2[CH2:5][NH:4][CH2:3][CH2:2]1.[N:16]([C:19]1[CH:24]=[CH:23][C:22]([O:25][CH3:26])=[CH:21][CH:20]=1)=[C:17]=[O:18].CCN(CC)CC. Product: [CH3:26][O:25][C:22]1[CH:23]=[CH:24][C:19]([NH:16][C:17]([N:4]2[CH2:5][C:6]3[N:11]=[CH:10][C:9]([C:12]([O:14][CH3:15])=[O:13])=[CH:8][C:7]=3[O:1][CH2:2][CH2:3]2)=[O:18])=[CH:20][CH:21]=1. The catalyst class is: 2. (6) Reactant: [Cl:1][C:2]1[CH:7]=[CH:6][CH:5]=[CH:4][C:3]=1[C:8]1[NH:13][C:12](=[O:14])[C:11]([C:15]#[N:16])=[CH:10][C:9]=1[C:17]1[CH:22]=[CH:21][C:20]([Cl:23])=[CH:19][CH:18]=1.C([O-])([O-])=O.[Cs+].[Cs+].Br[CH2:31][C:32](=[O:37])[C:33]([CH3:36])([CH3:35])[CH3:34]. Product: [NH2:16][C:15]1[C:11]2[C:12](=[N:13][C:8]([C:3]3[CH:4]=[CH:5][CH:6]=[CH:7][C:2]=3[Cl:1])=[C:9]([C:17]3[CH:18]=[CH:19][C:20]([Cl:23])=[CH:21][CH:22]=3)[CH:10]=2)[O:14][C:31]=1[C:32](=[O:37])[C:33]([CH3:36])([CH3:35])[CH3:34]. The catalyst class is: 39.